Dataset: NCI-60 drug combinations with 297,098 pairs across 59 cell lines. Task: Regression. Given two drug SMILES strings and cell line genomic features, predict the synergy score measuring deviation from expected non-interaction effect. (1) Drug 1: CN(CCCl)CCCl.Cl. Drug 2: N.N.Cl[Pt+2]Cl. Cell line: IGROV1. Synergy scores: CSS=74.9, Synergy_ZIP=-2.73, Synergy_Bliss=-2.29, Synergy_Loewe=1.07, Synergy_HSA=3.56. (2) Drug 1: CCC1(CC2CC(C3=C(CCN(C2)C1)C4=CC=CC=C4N3)(C5=C(C=C6C(=C5)C78CCN9C7C(C=CC9)(C(C(C8N6C)(C(=O)OC)O)OC(=O)C)CC)OC)C(=O)OC)O.OS(=O)(=O)O. Drug 2: CC=C1C(=O)NC(C(=O)OC2CC(=O)NC(C(=O)NC(CSSCCC=C2)C(=O)N1)C(C)C)C(C)C. Cell line: HCT116. Synergy scores: CSS=53.2, Synergy_ZIP=3.12, Synergy_Bliss=5.02, Synergy_Loewe=-0.251, Synergy_HSA=1.28. (3) Drug 1: C1=NC2=C(N=C(N=C2N1C3C(C(C(O3)CO)O)O)F)N. Drug 2: CCN(CC)CCNC(=O)C1=C(NC(=C1C)C=C2C3=C(C=CC(=C3)F)NC2=O)C. Cell line: SW-620. Synergy scores: CSS=2.11, Synergy_ZIP=-0.0489, Synergy_Bliss=1.25, Synergy_Loewe=-1.70, Synergy_HSA=-0.989. (4) Drug 1: CS(=O)(=O)C1=CC(=C(C=C1)C(=O)NC2=CC(=C(C=C2)Cl)C3=CC=CC=N3)Cl. Drug 2: C1=CC(=CC=C1CC(C(=O)O)N)N(CCCl)CCCl.Cl. Cell line: RXF 393. Synergy scores: CSS=21.2, Synergy_ZIP=0.618, Synergy_Bliss=4.49, Synergy_Loewe=4.47, Synergy_HSA=5.16. (5) Drug 1: CN1C(=O)N2C=NC(=C2N=N1)C(=O)N. Drug 2: CC1CCC2CC(C(=CC=CC=CC(CC(C(=O)C(C(C(=CC(C(=O)CC(OC(=O)C3CCCCN3C(=O)C(=O)C1(O2)O)C(C)CC4CCC(C(C4)OC)OCCO)C)C)O)OC)C)C)C)OC. Cell line: HCT116. Synergy scores: CSS=-1.84, Synergy_ZIP=-0.103, Synergy_Bliss=-3.65, Synergy_Loewe=-5.31, Synergy_HSA=-9.54. (6) Drug 1: C1=CC(=C2C(=C1NCCNCCO)C(=O)C3=C(C=CC(=C3C2=O)O)O)NCCNCCO. Drug 2: CC1=CC2C(CCC3(C2CCC3(C(=O)C)OC(=O)C)C)C4(C1=CC(=O)CC4)C. Cell line: IGROV1. Synergy scores: CSS=46.9, Synergy_ZIP=6.94, Synergy_Bliss=4.47, Synergy_Loewe=-47.2, Synergy_HSA=3.31. (7) Drug 1: CS(=O)(=O)CCNCC1=CC=C(O1)C2=CC3=C(C=C2)N=CN=C3NC4=CC(=C(C=C4)OCC5=CC(=CC=C5)F)Cl. Drug 2: B(C(CC(C)C)NC(=O)C(CC1=CC=CC=C1)NC(=O)C2=NC=CN=C2)(O)O. Cell line: NCIH23. Synergy scores: CSS=52.4, Synergy_ZIP=0.391, Synergy_Bliss=-0.912, Synergy_Loewe=-11.6, Synergy_HSA=-0.498.